Predict which catalyst facilitates the given reaction. From a dataset of Catalyst prediction with 721,799 reactions and 888 catalyst types from USPTO. (1) Reactant: Br[C:2]1[CH:7]=[CH:6][C:5]([C@@H:8]([NH:10][C:11](=[O:17])[O:12][C:13]([CH3:16])([CH3:15])[CH3:14])[CH3:9])=[CH:4][C:3]=1[F:18].[Li]CCCC.CN([CH:27]=[O:28])C.CCOC(C)=O.CCCCCCC. Product: [F:18][C:3]1[CH:4]=[C:5]([C@@H:8]([NH:10][C:11](=[O:17])[O:12][C:13]([CH3:16])([CH3:15])[CH3:14])[CH3:9])[CH:6]=[CH:7][C:2]=1[CH:27]=[O:28]. The catalyst class is: 1. (2) Reactant: C(N(CC)C(C)C)(C)C.CN(C(ON1N=NC2C=CC=NC1=2)=[N+](C)C)C.F[P-](F)(F)(F)(F)F.[CH3:34][CH:35]1[CH2:40][NH:39][CH:38]([CH2:41][C:42]2([OH:45])[CH2:44][CH2:43]2)[CH2:37][CH2:36]1.[Cl:46][C:47]1[CH:52]=[CH:51][N:50]=[C:49]([CH2:53][NH:54][C:55]2[O:56][C:57]3[C:63]([O:64][CH3:65])=[CH:62][C:61]([C:66](O)=[O:67])=[CH:60][C:58]=3[N:59]=2)[CH:48]=1. Product: [Cl:46][C:47]1[CH:52]=[CH:51][N:50]=[C:49]([CH2:53][NH:54][C:55]2[O:56][C:57]3[C:63]([O:64][CH3:65])=[CH:62][C:61]([C:66]([N:39]4[CH2:40][CH:35]([CH3:34])[CH2:36][CH2:37][CH:38]4[CH2:41][C:42]4([OH:45])[CH2:43][CH2:44]4)=[O:67])=[CH:60][C:58]=3[N:59]=2)[CH:48]=1. The catalyst class is: 9.